From a dataset of Reaction yield outcomes from USPTO patents with 853,638 reactions. Predict the reaction yield, written as a fraction of the theoretical maximum amount of product (1.0 means a 100% yield; for example, 0.34 means a 34% yield). (1) The reactants are [CH3:1][C:2]([C:6]1[CH:11]=[CH:10][C:9]([N+:12]([O-:14])=[O:13])=[CH:8][CH:7]=1)([CH3:5])[CH2:3][OH:4].CCN(CC)CC.[CH3:22][S:23](Cl)(=[O:25])=[O:24]. The catalyst is C(Cl)Cl. The product is [CH3:22][S:23]([O:4][CH2:3][C:2]([CH3:1])([C:6]1[CH:11]=[CH:10][C:9]([N+:12]([O-:14])=[O:13])=[CH:8][CH:7]=1)[CH3:5])(=[O:25])=[O:24]. The yield is 0.730. (2) The reactants are [CH3:1][C:2]1[S:3][C:4]([C:8]([OH:10])=O)=[C:5]([CH3:7])[N:6]=1.CN(C)C=O.C(Cl)(=O)C(Cl)=O.[NH2:22][C:23]1[CH:24]=[C:25]([CH:42]=[CH:43][C:44]=1[Cl:45])[O:26][C:27]1[CH:28]=[CH:29][C:30]2[N:31]([CH:33]=[C:34]([NH:36][C:37]([CH:39]3[CH2:41][CH2:40]3)=[O:38])[N:35]=2)[N:32]=1. The catalyst is CN(C)C(=O)C.O1CCCC1. The product is [Cl:45][C:44]1[CH:43]=[CH:42][C:25]([O:26][C:27]2[CH:28]=[CH:29][C:30]3[N:31]([CH:33]=[C:34]([NH:36][C:37]([CH:39]4[CH2:41][CH2:40]4)=[O:38])[N:35]=3)[N:32]=2)=[CH:24][C:23]=1[NH:22][C:8]([C:4]1[S:3][C:2]([CH3:1])=[N:6][C:5]=1[CH3:7])=[O:10]. The yield is 0.490. (3) The reactants are [C:1]1([OH:11])[C:10]2[CH2:9][CH2:8][CH2:7][CH2:6][C:5]=2[CH:4]=[CH:3][CH:2]=1.[C:12]([N:15]1[CH2:20][CH2:19][C:18](=O)[CH2:17][CH2:16]1)(=[O:14])[CH3:13].B(F)(F)F.CCOCC.Cl. The catalyst is C1COCC1. The product is [OH:11][C:1]1[C:10]2[CH2:9][CH2:8][CH2:7][CH2:6][C:5]=2[CH:4]=[CH:3][C:2]=1[C:18]1[CH2:19][CH2:20][N:15]([C:12](=[O:14])[CH3:13])[CH2:16][CH:17]=1. The yield is 0.660. (4) The reactants are COC(=O)CCCN1CCC[C@H]1COC1C=CC(CC2C=CC=CC=2)=CC=1.[CH2:28]([C:35]1[CH:56]=[CH:55][C:38]([O:39][CH2:40][C@H:41]2[CH2:45][CH2:44][CH2:43][N:42]2[CH2:46][CH2:47][CH2:48][C:49]2[O:53][NH:52][N:51]([CH3:54])[CH:50]=2)=[CH:37][CH:36]=1)[C:29]1[CH:34]=[CH:33][CH:32]=[CH:31][CH:30]=1. No catalyst specified. The product is [CH2:28]([C:35]1[CH:56]=[CH:55][C:38]([O:39][CH2:40][C@@H:41]2[CH2:45][CH2:44][CH2:43][N:42]2[CH2:46][CH2:47][CH2:48][C:49]2[O:53][NH:52][N:51]([CH3:54])[CH:50]=2)=[CH:37][CH:36]=1)[C:29]1[CH:30]=[CH:31][CH:32]=[CH:33][CH:34]=1. The yield is 0.400. (5) The reactants are [CH3:1][S:2]([C:5]1[CH:6]=[C:7]2[C:12](=[CH:13][CH:14]=1)[N:11]=[CH:10][CH:9]=[C:8]2O)(=[O:4])=[O:3].P(Cl)(Cl)([Cl:18])=O. No catalyst specified. The product is [Cl:18][C:8]1[C:7]2[C:12](=[CH:13][CH:14]=[C:5]([S:2]([CH3:1])(=[O:4])=[O:3])[CH:6]=2)[N:11]=[CH:10][CH:9]=1. The yield is 0.920. (6) The reactants are [H-].[H-].[H-].[H-].[Li+].[Al+3].[OH:7][C:8]1[CH:13]=[CH:12][C:11]([CH2:14][CH2:15][C:16](OCC)=[O:17])=[CH:10][CH:9]=1.C(OCC)(=O)C.[O-]S([O-])(=O)=O.[Na+].[Na+].Cl. The catalyst is C1COCC1. The product is [OH:7][C:8]1[CH:9]=[CH:10][C:11]([CH2:14][CH2:15][CH2:16][OH:17])=[CH:12][CH:13]=1. The yield is 0.680.